From a dataset of Catalyst prediction with 721,799 reactions and 888 catalyst types from USPTO. Predict which catalyst facilitates the given reaction. (1) Reactant: [CH3:1][C:2]1[CH:3]=[C:4]([CH:20]=[CH:21][CH:22]=1)[C:5]([NH:7][C:8]1[C:9]([CH3:19])=[N:10][NH:11][C:12]=1[C:13]1[CH:18]=[CH:17][CH:16]=[CH:15][CH:14]=1)=O.P(Cl)(Cl)(Cl)=O. Product: [CH3:19][C:9]1[C:8]2[N:7]=[C:5]([C:4]3[CH:20]=[CH:21][CH:22]=[C:2]([CH3:1])[CH:3]=3)[C:14]3[CH:15]=[CH:16][CH:17]=[CH:18][C:13]=3[C:12]=2[NH:11][N:10]=1. The catalyst class is: 98. (2) Reactant: [C:1]([O:5][C:6]([N:8]1[CH2:13][CH2:12][C@H:11]([O:14][C:15]2[CH:24]=[C:23]3[C:18]([CH:19]=[N:20][C:21]([NH:25][C:26]4[CH:31]=[CH:30][CH:29]=[C:28]([F:32])[CH:27]=4)=[N:22]3)=[CH:17][C:16]=2[C:33]2[S:34][CH:35]=[CH:36][N:37]=2)[CH2:10][C@@H:9]1[C:38](O)=[O:39])=[O:7])([CH3:4])([CH3:3])[CH3:2].[NH4+].[Cl-].C[N:44](C(ON1N=NC2C=CC=NC1=2)=[N+](C)C)C.F[P-](F)(F)(F)(F)F.CCN(C(C)C)C(C)C. Product: [C:1]([O:5][C:6]([N:8]1[CH2:13][CH2:12][C@H:11]([O:14][C:15]2[CH:24]=[C:23]3[C:18]([CH:19]=[N:20][C:21]([NH:25][C:26]4[CH:31]=[CH:30][CH:29]=[C:28]([F:32])[CH:27]=4)=[N:22]3)=[CH:17][C:16]=2[C:33]2[S:34][CH:35]=[CH:36][N:37]=2)[CH2:10][C@@H:9]1[C:38](=[O:39])[NH2:44])=[O:7])([CH3:3])([CH3:2])[CH3:4]. The catalyst class is: 37. (3) Reactant: FC(F)(F)C(O)=O.C(OC(=O)[NH:14][CH2:15][C:16]([N:18]1[CH2:23][CH2:22][N:21]([C:24]([N:26]2[CH:30]([C:31]3[CH:36]=[CH:35][C:34]([Cl:37])=[CH:33][CH:32]=3)[CH:29]([C:38]3[CH:43]=[CH:42][C:41]([Cl:44])=[CH:40][CH:39]=3)[N:28]=[C:27]2[C:45]2[CH:50]=[CH:49][C:48]([O:51][CH3:52])=[CH:47][C:46]=2[O:53][CH:54]([CH3:56])[CH3:55])=[O:25])[CH2:20][CH2:19]1)=[O:17])(C)(C)C. Product: [NH2:14][CH2:15][C:16]([N:18]1[CH2:23][CH2:22][N:21]([C:24]([N:26]2[CH:30]([C:31]3[CH:32]=[CH:33][C:34]([Cl:37])=[CH:35][CH:36]=3)[CH:29]([C:38]3[CH:43]=[CH:42][C:41]([Cl:44])=[CH:40][CH:39]=3)[N:28]=[C:27]2[C:45]2[CH:50]=[CH:49][C:48]([O:51][CH3:52])=[CH:47][C:46]=2[O:53][CH:54]([CH3:56])[CH3:55])=[O:25])[CH2:20][CH2:19]1)=[O:17]. The catalyst class is: 2. (4) The catalyst class is: 9. Reactant: [Br:1][C:2]1[CH:13]=[CH:12][C:5]([CH2:6][CH:7]([C:10]#[N:11])[C:8]#[N:9])=[CH:4][CH:3]=1.[H-].[Na+].Br[CH2:17][CH2:18][C:19]([F:22])([F:21])[F:20]. Product: [Br:1][C:2]1[CH:3]=[CH:4][C:5]([CH2:6][C:7]([CH2:17][CH2:18][C:19]([F:22])([F:21])[F:20])([C:8]#[N:9])[C:10]#[N:11])=[CH:12][CH:13]=1.